From a dataset of Reaction yield outcomes from USPTO patents with 853,638 reactions. Predict the reaction yield, written as a fraction of the theoretical maximum amount of product (1.0 means a 100% yield; for example, 0.34 means a 34% yield). (1) The reactants are [N:1]#[C:2]Br.[NH2:4][C:5]1[C:6]([Cl:18])=[CH:7][C:8]([NH:12][C:13]([O:15][CH2:16][CH3:17])=[O:14])=[N:9][C:10]=1[NH2:11]. The catalyst is C(O)C. The product is [CH2:16]([O:15][C:13](=[O:14])[NH:12][C:8]1[N:9]=[C:10]2[NH:11][C:2]([NH2:1])=[N:4][C:5]2=[C:6]([Cl:18])[CH:7]=1)[CH3:17]. The yield is 0.380. (2) The reactants are C(=O)([O-])[O-].[K+].[K+].Cl.[NH:8]1[C:12]([C:13]([C:15]2[CH:24]=[CH:23][C:18]3[NH:19][C:20](=[O:22])[S:21][C:17]=3[CH:16]=2)=[O:14])=[CH:11][CH:10]=[N:9]1.[Br:25][C:26]1[CH:27]=[CH:28][C:29](F)=[N:30][CH:31]=1.O. The catalyst is CN(C=O)C. The product is [Br:25][C:26]1[CH:27]=[CH:28][C:29]([N:9]2[CH:10]=[CH:11][C:12]([C:13]([C:15]3[CH:24]=[CH:23][C:18]4[NH:19][C:20](=[O:22])[S:21][C:17]=4[CH:16]=3)=[O:14])=[N:8]2)=[N:30][CH:31]=1. The yield is 0.980. (3) The reactants are Br[C:2]1[N:7]=[C:6]([C:8]([O:10][CH3:11])=[O:9])[CH:5]=[CH:4][C:3]=1[F:12].[F:13][C:14]1[CH:19]=[C:18]([CH:20]2[CH2:23][O:22][CH2:21]2)[CH:17]=[C:16]([F:24])[C:15]=1B1OC(C)(C)C(C)(C)O1. No catalyst specified. The product is [F:13][C:14]1[CH:19]=[C:18]([CH:20]2[CH2:23][O:22][CH2:21]2)[CH:17]=[C:16]([F:24])[C:15]=1[C:2]1[N:7]=[C:6]([C:8]([O:10][CH3:11])=[O:9])[CH:5]=[CH:4][C:3]=1[F:12]. The yield is 0.470. (4) The reactants are C(=O)([O-])[O-].[K+].[K+].[CH2:7]([NH:11][CH2:12][CH2:13][CH2:14][CH3:15])[CH2:8][CH2:9][CH3:10].Cl[C:17]1[N:22]=[C:21]([NH:23][CH2:24][CH2:25][CH2:26][N:27]2[CH2:32][CH2:31][CH2:30][CH2:29][CH2:28]2)[C:20]([N+:33]([O-:35])=[O:34])=[CH:19][CH:18]=1. The catalyst is C(#N)C. The product is [CH2:7]([N:11]([CH2:12][CH2:13][CH2:14][CH3:15])[C:17]1[N:22]=[C:21]([NH:23][CH2:24][CH2:25][CH2:26][N:27]2[CH2:32][CH2:31][CH2:30][CH2:29][CH2:28]2)[C:20]([N+:33]([O-:35])=[O:34])=[CH:19][CH:18]=1)[CH2:8][CH2:9][CH3:10]. The yield is 0.950. (5) The reactants are CCN(C(C)C)C(C)C.[OH:10][C:11]1[CH:12]=[CH:13][CH:14]=[C:15]2[C:20]=1[O:19][C:18](=[O:21])[C:17]([C:22]([OH:24])=O)=[CH:16]2.CN(C(ON1N=NC2C=CC=NC1=2)=[N+](C)C)C.F[P-](F)(F)(F)(F)F.[CH2:49]([N:56]1[CH:60]=[C:59]([C:61]2[CH:62]=[C:63]([NH2:67])[CH:64]=[CH:65][CH:66]=2)[CH:58]=[N:57]1)[C:50]1[CH:55]=[CH:54][CH:53]=[CH:52][CH:51]=1. The catalyst is CN(C=O)C. The product is [CH2:49]([N:56]1[CH:60]=[C:59]([C:61]2[CH:62]=[C:63]([NH:67][C:22]([C:17]3[C:18](=[O:21])[O:19][C:20]4[C:15]([CH:16]=3)=[CH:14][CH:13]=[CH:12][C:11]=4[OH:10])=[O:24])[CH:64]=[CH:65][CH:66]=2)[CH:58]=[N:57]1)[C:50]1[CH:51]=[CH:52][CH:53]=[CH:54][CH:55]=1. The yield is 0.550. (6) The product is [OH:4][CH2:3][CH:2]([NH:1][C:9](=[O:10])[CH2:8][C:7](=[O:11])[CH3:6])[CH3:5]. The reactants are [NH2:1][CH:2]([CH3:5])[CH2:3][OH:4].[CH2:6]=[C:7]1[O:11][C:9](=[O:10])[CH2:8]1. The yield is 0.710. The catalyst is O1CCCC1. (7) The catalyst is C1COCC1.C1C=CC(P(C2C=CC=CC=2)C2C=CC=CC=2)=CC=1.C1C=CC(P(C2C=CC=CC=2)C2C=CC=CC=2)=CC=1.Cl[Pd]Cl.[Cu]I.C1(P(C2C=CC=CC=2)C2C=CC=CC=2)C=CC=CC=1. The reactants are Br[C:2]1[CH:3]=[N:4][C:5]([S:8]([CH3:11])(=[O:10])=[O:9])=[N:6][CH:7]=1.[C:12]1([C:18]#[CH:19])[CH:17]=[CH:16][CH:15]=[CH:14][CH:13]=1.C(N(CC)CC)C. The product is [CH3:11][S:8]([C:5]1[N:4]=[CH:3][C:2]([C:19]#[C:18][C:12]2[CH:17]=[CH:16][CH:15]=[CH:14][CH:13]=2)=[CH:7][N:6]=1)(=[O:10])=[O:9]. The yield is 0.570.